From a dataset of Catalyst prediction with 721,799 reactions and 888 catalyst types from USPTO. Predict which catalyst facilitates the given reaction. (1) Reactant: Br[C:2]1[CH:7]=[CH:6][C:5]([N+:8]([O-:10])=[O:9])=[CH:4][N:3]=1.[C:11]([O:15][C:16]([N:18]1[CH2:23][CH2:22][CH:21]([NH2:24])[CH2:20][CH2:19]1)=[O:17])([CH3:14])([CH3:13])[CH3:12].C(N(CC)CC)C. Product: [C:11]([O:15][C:16]([N:18]1[CH2:23][CH2:22][CH:21]([NH:24][C:2]2[CH:7]=[CH:6][C:5]([N+:8]([O-:10])=[O:9])=[CH:4][N:3]=2)[CH2:20][CH2:19]1)=[O:17])([CH3:14])([CH3:12])[CH3:13]. The catalyst class is: 9. (2) Reactant: C([N:8]1[CH2:13][CH2:12][O:11][C@@H:10]([CH2:14][NH:15][C:16](=[O:30])[CH2:17][C:18]2[N:19]=[C:20]([C:24]3[CH:29]=[CH:28][CH:27]=[CH:26][CH:25]=3)[O:21][C:22]=2[CH3:23])[CH2:9]1)C1C=CC=CC=1.C([O-])=O.[NH4+]. Product: [CH3:23][C:22]1[O:21][C:20]([C:24]2[CH:29]=[CH:28][CH:27]=[CH:26][CH:25]=2)=[N:19][C:18]=1[CH2:17][C:16]([NH:15][CH2:14][C@@H:10]1[O:11][CH2:12][CH2:13][NH:8][CH2:9]1)=[O:30]. The catalyst class is: 29. (3) Reactant: [N:1]12[CH2:8][CH2:7][CH:4]([CH2:5][CH2:6]1)[C@H:3]([N:9]1[C:14](=O)[CH2:13][N:12]([CH2:16][C:17]3[CH:22]=[CH:21][CH:20]=[CH:19][CH:18]=3)[CH2:11][C:10]1=O)[CH2:2]2.[H-].[H-].[H-].[H-].[Li+].[Al+3].O.[F-].[K+]. Product: [CH2:16]([N:12]1[CH2:13][CH2:14][N:9]([C@H:3]2[CH:4]3[CH2:5][CH2:6][N:1]([CH2:8][CH2:7]3)[CH2:2]2)[CH2:10][CH2:11]1)[C:17]1[CH:18]=[CH:19][CH:20]=[CH:21][CH:22]=1. The catalyst class is: 440. (4) Reactant: Cl[C:2]1[C:3]2[C:10]([CH3:11])=[C:9]([CH3:12])[O:8][C:4]=2[N:5]=[CH:6][N:7]=1.[SH:13][CH2:14][C:15]([O:17][CH3:18])=[O:16]. Product: [CH3:11][C:10]1[C:3]2[C:2]([S:13][CH2:14][C:15]([O:17][CH3:18])=[O:16])=[N:7][CH:6]=[N:5][C:4]=2[O:8][C:9]=1[CH3:12]. The catalyst class is: 5. (5) The catalyst class is: 5. Reactant: B.[Cl:2][C:3]1[CH:4]=[C:5]([CH:22]=[CH:23][C:24]=1[Cl:25])[O:6][CH:7]1[CH2:12][CH2:11][N:10]([C:13]([CH:15]2[CH2:19][CH:18]([OH:20])[CH:17]([OH:21])[CH2:16]2)=O)[CH2:9][CH2:8]1. Product: [Cl:2][C:3]1[CH:4]=[C:5]([CH:22]=[CH:23][C:24]=1[Cl:25])[O:6][CH:7]1[CH2:12][CH2:11][N:10]([CH2:13][CH:15]2[CH2:19][CH:18]([OH:20])[CH:17]([OH:21])[CH2:16]2)[CH2:9][CH2:8]1.